This data is from Rat liver microsome stability data. The task is: Regression/Classification. Given a drug SMILES string, predict its absorption, distribution, metabolism, or excretion properties. Task type varies by dataset: regression for continuous measurements (e.g., permeability, clearance, half-life) or binary classification for categorical outcomes (e.g., BBB penetration, CYP inhibition). Dataset: rlm. (1) The molecule is COc1ccc(-c2csc(Nc3ccc(C(F)(F)F)cn3)n2)cc1OC. The result is 0 (unstable in rat liver microsomes). (2) The compound is CCOc1nc(NC(=O)C2(NC(=O)c3ccc4c(C5CCCC5)c(-c5ncc(Cl)cn5)n(C)c4c3)CCC2)ccc1C=CC(=O)O. The result is 0 (unstable in rat liver microsomes). (3) The drug is COc1cc(NC(C)CCCNC(=O)C2CCC3(CC2)OOC2(OO3)C3CC4CC(C3)CC2C4)c2ncccc2c1Br. The result is 1 (stable in rat liver microsomes). (4) The compound is Cc1c2c(n3c1CCCN1C[C@@H](F)C[C@@H]1CNc1cc-3ccc1C(N)=O)CC(C)(C)CC2=O. The result is 1 (stable in rat liver microsomes). (5) The molecule is CCS(=O)(=O)Oc1ccc(Oc2ccc(S(=O)(=O)CC3CS3)cc2)cc1. The result is 0 (unstable in rat liver microsomes). (6) The drug is CC1CN(c2ccc(Nc3nc(-c4ccncc4)nc4ccccc34)cc2F)CC(C)O1. The result is 1 (stable in rat liver microsomes). (7) The drug is NC(=O)c1cccc([C@H]2C[C@H]3CC[C@@H](C2)N3CCN(CC2CCCC2)C(=O)CO)c1. The result is 0 (unstable in rat liver microsomes). (8) The molecule is FC(F)(F)c1cccc(N2CCN(C(=S)Nc3ccccn3)CC2)c1. The result is 1 (stable in rat liver microsomes).